Dataset: Forward reaction prediction with 1.9M reactions from USPTO patents (1976-2016). Task: Predict the product of the given reaction. (1) Given the reactants Br[CH2:2][C:3]([O:5][CH2:6][CH3:7])=[O:4].[CH:8]1([NH2:11])[CH2:10][CH2:9]1.C([O-])([O-])=O.[K+].[K+], predict the reaction product. The product is: [CH:8]1([NH:11][CH2:2][C:3]([O:5][CH2:6][CH3:7])=[O:4])[CH2:10][CH2:9]1. (2) Given the reactants Br[CH2:2][CH2:3][CH2:4][O:5][C:6]1[CH:7]=[CH:8][C:9]2[C:13]([C:14]3[CH:19]=[CH:18][C:17]([F:20])=[CH:16][CH:15]=3)=[CH:12][S:11][C:10]=2[CH:21]=1.[CH3:22][O:23][CH2:24][CH2:25][NH:26][CH2:27][CH2:28][O:29][CH3:30], predict the reaction product. The product is: [F:20][C:17]1[CH:18]=[CH:19][C:14]([C:13]2[C:9]3[CH:8]=[CH:7][C:6]([O:5][CH2:4][CH2:3][CH2:2][N:26]([CH2:27][CH2:28][O:29][CH3:30])[CH2:25][CH2:24][O:23][CH3:22])=[CH:21][C:10]=3[S:11][CH:12]=2)=[CH:15][CH:16]=1.